From a dataset of Forward reaction prediction with 1.9M reactions from USPTO patents (1976-2016). Predict the product of the given reaction. (1) Given the reactants Cl[CH2:2][CH2:3][C:4]1[CH:13]=[CH:12][C:7]2[O:8][CH2:9][CH2:10][O:11][C:6]=2[CH:5]=1.[I-:14].[Na+], predict the reaction product. The product is: [I:14][CH2:2][CH2:3][C:4]1[CH:13]=[CH:12][C:7]2[O:8][CH2:9][CH2:10][O:11][C:6]=2[CH:5]=1. (2) The product is: [Br:11][C:10]1[CH:9]=[C:8]([Cl:12])[CH:7]=[C:3]2[C:2]=1[N:1]=[CH:13][NH:15][C:4]2=[O:5]. Given the reactants [NH2:1][C:2]1[C:10]([Br:11])=[CH:9][C:8]([Cl:12])=[CH:7][C:3]=1[C:4](O)=[O:5].[CH:13]([NH2:15])=O, predict the reaction product.